Dataset: Full USPTO retrosynthesis dataset with 1.9M reactions from patents (1976-2016). Task: Predict the reactants needed to synthesize the given product. (1) Given the product [CH3:1][N:2]1[C:3]([S:13][CH3:14])=[N:4][N:5]=[C:6]1[C:7]1[CH:12]=[CH:11][N:10]=[CH:9][CH:8]=1, predict the reactants needed to synthesize it. The reactants are: [CH3:1][N:2]1[C:6]([C:7]2[CH:12]=[CH:11][N:10]=[CH:9][CH:8]=2)=[N:5][NH:4][C:3]1=[S:13].[CH3:14]I.[OH-].[Na+].O. (2) The reactants are: [CH2:1]([O:3][C:4](=[O:29])[CH2:5][CH2:6][CH2:7][O:8][C:9]1[CH:14]=[CH:13][CH:12]=[C:11]([CH2:15][CH2:16][CH2:17][CH2:18][CH2:19][CH2:20]Br)[C:10]=1[CH2:22][CH2:23][C:24]([O:26][CH2:27][CH3:28])=[O:25])[CH3:2].[Br:30][C:31]1[CH:32]=[C:33]([OH:42])[CH:34]=[C:35]([S:37]([CH2:40][CH3:41])(=[O:39])=[O:38])[CH:36]=1.C(=O)([O-])[O-].[K+].[K+]. Given the product [CH2:1]([O:3][C:4](=[O:29])[CH2:5][CH2:6][CH2:7][O:8][C:9]1[CH:14]=[CH:13][CH:12]=[C:11]([CH2:15][CH2:16][CH2:17][CH2:18][CH2:19][CH2:20][O:42][C:33]2[CH:34]=[C:35]([S:37]([CH2:40][CH3:41])(=[O:39])=[O:38])[CH:36]=[C:31]([Br:30])[CH:32]=2)[C:10]=1[CH2:22][CH2:23][C:24]([O:26][CH2:27][CH3:28])=[O:25])[CH3:2], predict the reactants needed to synthesize it. (3) Given the product [Cl:1][C:2]1[CH:7]=[CH:6][C:5]([C:8]2[CH:9]=[CH:10][C:11]([C:14]#[C:15][C:16]3[S:17][CH:18]=[C:19]([NH:31][CH2:30][CH2:29][N:26]4[CH2:27][CH2:28][CH:23]([CH3:22])[CH2:24][CH2:25]4)[CH:20]=3)=[N:12][CH:13]=2)=[CH:4][CH:3]=1, predict the reactants needed to synthesize it. The reactants are: [Cl:1][C:2]1[CH:7]=[CH:6][C:5]([C:8]2[CH:9]=[CH:10][C:11]([C:14]#[C:15][C:16]3[S:17][CH:18]=[C:19](I)[CH:20]=3)=[N:12][CH:13]=2)=[CH:4][CH:3]=1.[CH3:22][CH:23]1[CH2:28][CH2:27][N:26]([CH2:29][CH2:30][NH2:31])[CH2:25][CH2:24]1. (4) Given the product [CH:1]1([CH2:7][NH:8][C:9]2[N:14]=[CH:13][N:12]=[C:11]([C:15]([NH:18][C:19]3[CH:24]=[CH:23][C:22]([OH:25])=[CH:21][CH:20]=3)=[O:17])[CH:10]=2)[CH2:2][CH2:3][CH2:4][CH2:5][CH2:6]1, predict the reactants needed to synthesize it. The reactants are: [CH:1]1([CH2:7][NH:8][C:9]2[N:14]=[CH:13][N:12]=[C:11]([C:15]([OH:17])=O)[CH:10]=2)[CH2:6][CH2:5][CH2:4][CH2:3][CH2:2]1.[NH2:18][C:19]1[CH:24]=[CH:23][C:22]([OH:25])=[CH:21][CH:20]=1. (5) Given the product [Cl:6][C:7]1[CH:8]=[CH:9][C:10]([CH2:22][CH:25]([NH:26][C:27]2[CH:32]=[CH:31][C:30]([O:33][CH3:34])=[CH:29][CH:28]=2)[CH:24]([F:35])[F:23])=[C:11]([CH:21]=1)[CH2:12][NH:13][C:14](=[O:20])[O:15][C:16]([CH3:17])([CH3:18])[CH3:19], predict the reactants needed to synthesize it. The reactants are: C([Li])(CC)C.[Cl:6][C:7]1[CH:8]=[CH:9][C:10]([CH3:22])=[C:11]([CH:21]=1)[CH2:12][NH:13][C:14](=[O:20])[O:15][C:16]([CH3:19])([CH3:18])[CH3:17].[F:23][CH:24]([F:35])[CH:25]=[N:26][C:27]1[CH:32]=[CH:31][C:30]([O:33][CH3:34])=[CH:29][CH:28]=1. (6) Given the product [CH3:1][C:2]1[C:7]([CH:8]([CH2:13][CH2:14][CH3:15])[C:9]([OH:11])=[O:10])=[C:6]([C:16]2[CH:17]=[CH:18][C:19]([CH3:22])=[CH:20][CH:21]=2)[N:5]=[C:4]([N:23]2[CH2:24][CH2:25][CH2:26][CH2:27]2)[N:3]=1, predict the reactants needed to synthesize it. The reactants are: [CH3:1][C:2]1[C:7]([CH:8]([CH2:13][CH2:14][CH3:15])[C:9]([O:11]C)=[O:10])=[C:6]([C:16]2[CH:21]=[CH:20][C:19]([CH3:22])=[CH:18][CH:17]=2)[N:5]=[C:4]([N:23]2[CH2:27][CH2:26][CH2:25][CH2:24]2)[N:3]=1.[OH-].[Na+]. (7) Given the product [O:21]([CH2:28][C@@H:29]1[CH2:33][CH2:32][CH2:31][N:30]1[S:12]([C:7]1[CH:8]=[C:9]2[C:4](=[CH:5][CH:6]=1)[NH:3][C:2](=[O:1])[C:10]2=[O:11])(=[O:14])=[O:13])[C:22]1[CH:27]=[CH:26][CH:25]=[CH:24][CH:23]=1, predict the reactants needed to synthesize it. The reactants are: [O:1]=[C:2]1[C:10](=[O:11])[C:9]2[C:4](=[CH:5][CH:6]=[C:7]([S:12](Cl)(=[O:14])=[O:13])[CH:8]=2)[NH:3]1.C1COCC1.[O:21]([CH2:28][C@@H:29]1[CH2:33][CH2:32][CH2:31][NH:30]1)[C:22]1[CH:27]=[CH:26][CH:25]=[CH:24][CH:23]=1.C(N(CC)C(C)C)(C)C. (8) The reactants are: [NH2:1][C@H:2]([CH2:13][O:14][CH3:15])[C:3]([NH:5][CH2:6][C:7]1[CH:12]=[CH:11][CH:10]=[CH:9][CH:8]=1)=[O:4].C(N(CC)CC)C.[C:23](OCC)(=[O:25])[CH3:24].C(OC(=O)C)(=O)C. Given the product [C:23]([NH:1][C@H:2]([CH2:13][O:14][CH3:15])[C:3]([NH:5][CH2:6][C:7]1[CH:12]=[CH:11][CH:10]=[CH:9][CH:8]=1)=[O:4])(=[O:25])[CH3:24], predict the reactants needed to synthesize it. (9) The reactants are: C(N(CC)CC)C.Cl.[O:9]=[C:10]1[CH:15]([N:16]2[C:24](=[O:25])[C:23]3[C:18](=[CH:19][CH:20]=[CH:21][C:22]=3[CH2:26][NH:27][CH3:28])[C:17]2=[O:29])[CH2:14][CH2:13][C:12](=[O:30])[NH:11]1.[C:31]1([CH3:40])[CH:36]=[CH:35][CH:34]=[C:33]([N:37]=[C:38]=[O:39])[CH:32]=1. Given the product [O:9]=[C:10]1[CH:15]([N:16]2[C:24](=[O:25])[C:23]3[C:18](=[CH:19][CH:20]=[CH:21][C:22]=3[CH2:26][N:27]([CH3:28])[C:38]([NH:37][C:33]3[CH:34]=[CH:35][CH:36]=[C:31]([CH3:40])[CH:32]=3)=[O:39])[C:17]2=[O:29])[CH2:14][CH2:13][C:12](=[O:30])[NH:11]1, predict the reactants needed to synthesize it.